Dataset: Full USPTO retrosynthesis dataset with 1.9M reactions from patents (1976-2016). Task: Predict the reactants needed to synthesize the given product. (1) The reactants are: Cl[C:2]1[CH:7]=[CH:6][N:5]2[N:8]=[CH:9][C:10]([C:11]([NH:13][C@@H:14]([C:19]3[CH:24]=[CH:23][C:22]([O:25][C:26]([F:29])([F:28])[F:27])=[CH:21][CH:20]=3)[C:15]([OH:18])([CH3:17])[CH3:16])=[O:12])=[C:4]2[N:3]=1.C([Sn]([C:43]1[CH:48]=[N:47][CH:46]=[CH:45][N:44]=1)(CCCC)CCCC)CCC. Given the product [OH:18][C:15]([CH3:17])([CH3:16])[C@@H:14]([NH:13][C:11]([C:10]1[CH:9]=[N:8][N:5]2[CH:6]=[CH:7][C:2]([C:43]3[CH:48]=[N:47][CH:46]=[CH:45][N:44]=3)=[N:3][C:4]=12)=[O:12])[C:19]1[CH:24]=[CH:23][C:22]([O:25][C:26]([F:29])([F:28])[F:27])=[CH:21][CH:20]=1, predict the reactants needed to synthesize it. (2) Given the product [CH:9]1([C:7]2[O:8][C:4]3[C:5](=[C:12]([C:15]#[N:16])[C:13]([CH3:14])=[C:2]([C:20]4[CH:21]=[CH:22][CH:23]=[CH:24][C:19]=4[F:18])[C:3]=3[F:17])[N:6]=2)[CH2:11][CH2:10]1, predict the reactants needed to synthesize it. The reactants are: Br[C:2]1[C:3]([F:17])=[C:4]2[O:8][C:7]([CH:9]3[CH2:11][CH2:10]3)=[N:6][C:5]2=[C:12]([C:15]#[N:16])[C:13]=1[CH3:14].[F:18][C:19]1[CH:24]=[CH:23][CH:22]=[CH:21][C:20]=1B(O)O.P([O-])([O-])([O-])=O.[K+].[K+].[K+].[Cl-].[NH4+]. (3) The reactants are: [N+:1]([C:4]1[CH:5]=[C:6](/[CH:10]=[CH:11]/[CH2:12][NH:13][C:14](=[O:20])[O:15][C:16]([CH3:19])([CH3:18])[CH3:17])[CH:7]=[N:8][CH:9]=1)([O-])=O.C(O)C.[OH-].[K+]. Given the product [NH2:1][C:4]1[CH:5]=[C:6](/[CH:10]=[CH:11]/[CH2:12][NH:13][C:14](=[O:20])[O:15][C:16]([CH3:18])([CH3:17])[CH3:19])[CH:7]=[N:8][CH:9]=1, predict the reactants needed to synthesize it. (4) Given the product [NH2:25][C:10]1[C:11]([NH:13][CH2:14][C:15]2[CH:16]=[C:17]3[C:22](=[CH:23][CH:24]=2)[N:21]=[CH:20][CH:19]=[CH:18]3)=[N:12][C:7]([C:5]2[CH:4]=[N:3][N:2]([CH3:1])[CH:6]=2)=[CH:8][C:9]=1[NH:28][C:29](=[O:35])[O:30][C:31]([CH3:34])([CH3:33])[CH3:32], predict the reactants needed to synthesize it. The reactants are: [CH3:1][N:2]1[CH:6]=[C:5]([C:7]2[N:12]=[C:11]([NH:13][CH2:14][C:15]3[CH:16]=[C:17]4[C:22](=[CH:23][CH:24]=3)[N:21]=[CH:20][CH:19]=[CH:18]4)[C:10]([N+:25]([O-])=O)=[C:9]([NH:28][C:29](=[O:35])[O:30][C:31]([CH3:34])([CH3:33])[CH3:32])[CH:8]=2)[CH:4]=[N:3]1.